From a dataset of Choline transporter screen with 302,306 compounds. Binary Classification. Given a drug SMILES string, predict its activity (active/inactive) in a high-throughput screening assay against a specified biological target. The molecule is s1c2CCCCc2nc1NC(=S)NC1CC1. The result is 0 (inactive).